Dataset: Forward reaction prediction with 1.9M reactions from USPTO patents (1976-2016). Task: Predict the product of the given reaction. (1) Given the reactants O[CH2:2][C@H:3]1[N:8]([CH2:9][C:10]([C:12]2[CH:17]=[CH:16][CH:15]=[C:14]([N+:18]([O-:20])=[O:19])[CH:13]=2)=[O:11])[CH2:7][CH2:6][N:5]([C:21]([O:23][C:24]([CH3:27])([CH3:26])[CH3:25])=[O:22])[CH2:4]1.C([SiH](CC)CC)C.C(OC(OC(C)(C)C)=O)(OC(C)(C)C)=O, predict the reaction product. The product is: [N+:18]([C:14]1[CH:13]=[C:12]([CH:10]2[O:11][CH2:2][C@@H:3]3[CH2:4][N:5]([C:21]([O:23][C:24]([CH3:25])([CH3:26])[CH3:27])=[O:22])[CH2:6][CH2:7][N:8]3[CH2:9]2)[CH:17]=[CH:16][CH:15]=1)([O-:20])=[O:19]. (2) The product is: [NH2:1][C:2]1[N:7]=[C:6]([NH:8][C@@H:9]([CH2:13][CH2:14][CH2:15][CH3:16])[CH2:10][CH2:11][OH:12])[C:5]([CH2:17][CH2:18][CH2:19][NH:20][CH2:32][C:29]2[CH:28]=[CH:27][C:26]([CH2:25][C:24]([O:23][CH3:22])=[O:34])=[CH:31][CH:30]=2)=[C:4]([CH3:21])[N:3]=1. Given the reactants [NH2:1][C:2]1[N:7]=[C:6]([NH:8][C@@H:9]([CH2:13][CH2:14][CH2:15][CH3:16])[CH2:10][CH2:11][OH:12])[C:5]([CH2:17][CH2:18][CH2:19][NH2:20])=[C:4]([CH3:21])[N:3]=1.[CH3:22][O:23][C:24](=[O:34])[CH2:25][C:26]1[CH:31]=[CH:30][C:29]([CH:32]=O)=[CH:28][CH:27]=1.C(O)(=O)C.C(O[BH-](OC(=O)C)OC(=O)C)(=O)C.[Na+], predict the reaction product.